This data is from NCI-60 drug combinations with 297,098 pairs across 59 cell lines. The task is: Regression. Given two drug SMILES strings and cell line genomic features, predict the synergy score measuring deviation from expected non-interaction effect. (1) Drug 1: C(CC(=O)O)C(=O)CN.Cl. Drug 2: C1C(C(OC1N2C=NC3=C2NC=NCC3O)CO)O. Cell line: HCT116. Synergy scores: CSS=-0.254, Synergy_ZIP=-1.50, Synergy_Bliss=-2.43, Synergy_Loewe=-5.54, Synergy_HSA=-4.20. (2) Drug 1: C1=CC=C(C(=C1)C(C2=CC=C(C=C2)Cl)C(Cl)Cl)Cl. Drug 2: CCCCCOC(=O)NC1=NC(=O)N(C=C1F)C2C(C(C(O2)C)O)O. Cell line: KM12. Synergy scores: CSS=4.48, Synergy_ZIP=3.10, Synergy_Bliss=9.17, Synergy_Loewe=2.54, Synergy_HSA=3.88. (3) Drug 1: C1=CC=C(C=C1)NC(=O)CCCCCCC(=O)NO. Drug 2: CCC1(CC2CC(C3=C(CCN(C2)C1)C4=CC=CC=C4N3)(C5=C(C=C6C(=C5)C78CCN9C7C(C=CC9)(C(C(C8N6C)(C(=O)OC)O)OC(=O)C)CC)OC)C(=O)OC)O.OS(=O)(=O)O. Cell line: ACHN. Synergy scores: CSS=0.801, Synergy_ZIP=-1.81, Synergy_Bliss=-2.72, Synergy_Loewe=-1.78, Synergy_HSA=-1.78. (4) Drug 1: CC1=CC=C(C=C1)C2=CC(=NN2C3=CC=C(C=C3)S(=O)(=O)N)C(F)(F)F. Drug 2: C1=NC2=C(N1)C(=S)N=CN2. Cell line: COLO 205. Synergy scores: CSS=32.2, Synergy_ZIP=-10.0, Synergy_Bliss=-3.51, Synergy_Loewe=-19.6, Synergy_HSA=-1.62. (5) Drug 1: CCN(CC)CCNC(=O)C1=C(NC(=C1C)C=C2C3=C(C=CC(=C3)F)NC2=O)C. Drug 2: CC1C(C(CC(O1)OC2CC(CC3=C2C(=C4C(=C3O)C(=O)C5=CC=CC=C5C4=O)O)(C(=O)C)O)N)O. Cell line: 786-0. Synergy scores: CSS=51.3, Synergy_ZIP=4.04, Synergy_Bliss=3.30, Synergy_Loewe=-28.0, Synergy_HSA=3.60.